From a dataset of Drug-target binding data from BindingDB using IC50 measurements. Regression. Given a target protein amino acid sequence and a drug SMILES string, predict the binding affinity score between them. We predict pIC50 (pIC50 = -log10(IC50 in M); higher means more potent). Dataset: bindingdb_ic50. (1) The drug is C=C[C@@H]1C[C@]1(NC(=O)[C@@H]1C[C@@]2(CN1C(=O)[C@@H](NC(=O)[C@@H](NC(=O)[C@H]1CCCCN1C(C)C)C1CCCCC1)C(C)(C)C)C(C)(C)C21CCC1)C(=O)NS(=O)(=O)N(C)CC. The target protein sequence is APITAYAQQTRGLLGTIVTSLTGRDKNVVTGEVQVLSTTTQTFLGTTVGGVMWTVYHGAGSRTLAGAKHPALQMYTNVDQDLVGWPAPPGAKSLELCTCGSADLYLVTRDADVIPARRRGDSTASLLSPRPLACLKGSSGGPVMCPSGHVAGIFRAAVCTRGVAKALQFIPVETLSTQARSPSFSDNSTPPAVPQSYQVGYLHAPTGSGKSTKVPAAYVAQGYNVLVLNPSVAATLGFGSYMSRAHGIDPNIRTGNRTVTTGAKLTYSTYGKFLADGGCSGGAYDVIICDECHAQDATSILGIGTVLDQAETAGVRLTVLATATPPGSITVPHSNIEEVALGSEGGIPFYGKAIPIAQLEGGRHLIFCHSRKKCDELASKLRGMGLNAVAYYRGLDVSVIPTVGDVVVCATDALMTGFTGDFDSVIDCNVAVEQYVDFSLDPTFSIETRTAPQDAVSRSQRRGRTGRGRPSTYRYVTPGERPSGMFDSVVLCECYDAGCS.... The pIC50 is 8.5. (2) The compound is CCCCCCCCc1ccc(C(=O)N[C@H](C(=O)O)[C@H](O[C@@H]2O[C@H](CN)[C@@H](O)[C@H]2O)[C@H]2O[C@@H](n3ccc(=O)[nH]c3=O)[C@H](O)[C@@H]2O)cc1. The target protein (Q03521) has sequence MLEQVILFTILMGFLISVLLSPILIPFLRRLKFGQSIREEGPKSHQKKSGTPTMGGVMIILSIIVTTIVMTQKFSEISPEMVLLLFVTLGYGLLGFLDDYIKVVMKRNLGLTSKQKLIGQIIIAVVFYAVYHYYNFATDIRIPGTDLSFDLGWAYFILVLFMLVGGSNAVNLTDGLDGLLSGTAAIAFGAFAILAWNQSQYDVAIFSVAVVGAVLGFLVFNAHPAKVFMGDTGSLALGGAIVTIAILTKLEILLVIIGGVFVIETLSVILQVISFKTTGKRIFKMSPLHHHYELVGWSEWRVVVTFWAAGLLLAVLGIYIEVWL. The pIC50 is 3.6. (3) The drug is Cc1c(O)c(C(=O)CCc2ccccc2)c(O)c(C(CCc2ccccc2)C2C(=O)C(C)(C)C(=O)C(C)(C)C2=O)c1O. The target protein sequence is MDGPSNVSLIHGDTTLGLPEYKVVSVFLVLLVCTLGIVGNAMVILVVLTSRDMHTPTNCYLVSLALADLLVLLAAGLPNVSDSLVGHWIYGRAGCLGITYFQYLGINVSSFSILAFTVERYIAICHPLRAQTVCTVARAKRIIAGIWGVTSLYCLLWFFLVDLNVRDNQRLECGYKVPRGLYLPIYLLDFAVFFIGPLLVTLVLYGLIGRILFQSPLSQEAWQKERQPHGQSEAAPGNCSRAKSSRKQATRMLAVVVLLFAVLWTPYRTLVLLNSFVAQPFLDPWVLLFCRTCVYTNSAVNPVVYSLMSQKFRAAFLKLCWCRAAGPQRRAARVLTSNYSAAQETSEGTEKM. The pIC50 is 4.6. (4) The drug is COC(=O)N(c1ccc(OC)cc1)P1(=S)OCCC(C)O1. The target protein (P28562) has sequence MVMEVGTLDAGGLRALLGERAAQCLLLDCRSFFAFNAGHIAGSVNVRFSTIVRRRAKGAMGLEHIVPNAELRGRLLAGAYHAVVLLDERSAALDGAKRDGTLALAAGALCREARAAQVFFLKGGYEAFSASCPELCSKQSTPMGLSLPLSTSVPDSAESGCSSCSTPLYDQGGPVEILPFLYLGSAYHASRKDMLDALGITALINVSANCPNHFEGHYQYKSIPVEDNHKADISSWFNEAIDFIDSIKNAGGRVFVHCQAGISRSATICLAYLMRTNRVKLDEAFEFVKQRRSIISPNFSFMGQLLQFESQVLAPHCSAEAGSPAMAVLDRGTSTTTVFNFPVSIPVHSTNSALSYLQSPITTSPSC. The pIC50 is 4.3. (5) The small molecule is CC(=Cc1ccc(Cl)cc1)C(C)N=O. The target protein (Q8BLA8) has sequence MKRGLRRILLPEERKEVQGVVYRGVGEDMDCSKESFKVDIEGDMCRLEDFIKNRRKLSKYEDENLCPLHHAAAEGQVELMELIINGSSCEVLNIMDGYGNTPLHCAAEKNQVESVKFLLSQGANPNLRNRNMMSPLHIAVHGMYNEVIKVLTEHKATNINLEGENGNTALMSTCAKDNSEALQILLEKGAKLCKSNKWGDYPVHQAAFSGAKKCMELILAYGEKNGYSRETHINFVNHKKASPLHLAVQSGDLDMIKMCLDNGAHIDMMENAKCMALHFAATQGATDIVKLMISSYTGSSDIVNAVDGNQETLLHRASLFDHHDLAEYLISVGADINSTDSEGRSPLILATASASWNIVNLLLCKGAKVDIKDHLGRNFLHLTVQQPYGLRNLRPEFMQMQHIKELVMDEDNDGCTPLHYACRQGVPVSVNNLLGFNVSIHSKSKDKKSPLHFAASYGRINTCQRLLQDISDTRLLNEGDLHGMTPLHLAAKNGHDKVVQ.... The pIC50 is 5.3. (6) The small molecule is Cc1nc(-c2nnc3n2CCN(C(=O)c2ccc(-c4cccs4)cc2)[C@@H]3C)co1. The target protein (P11308) has sequence MIQTVPDPAAHIKEALSVVSEDQSLFECAYGTPHLAKTEMTASSSSDYGQTSKMSPRVPQQDWLSQPPARVTIKMECNPSQVNGSRNSPDECSVAKGGKMVGSPDTVGMNYGSYMEEKHMPPPNMTTNERRVIVPADPTLWSTDHVRQWLEWAVKEYGLPDVNILLFQNIDGKELCKMTKDDFQRLTPSYNADILLSHLHYLRETPLPHLTSDDVDKALQNSPRLMHARNTGGAAFIFPNTSVYPEATQRITTRPDLPYEPPRRSAWTGHGHPTPQSKAAQPSPSTVPKTEDQRPQLDPYQILGPTSSRLANPGSGQIQLWQFLLELLSDSSNSSCITWEGTNGEFKMTDPDEVARRWGERKSKPNMNYDKLSRALRYYYDKNIMTKVHGKRYAYKFDFHGIAQALQPHPPESSLYKYPSDLPYMGSYHAHPQKMNFVAPHPPALPVTSSSFFAAPNPYWNSPTGGIYPNTRLPTSHMPSHLGTYY. The pIC50 is 4.5. (7) The compound is CC(C)C[C@H](NC(=O)[C@H](Cc1ccccc1)NC(=O)CNC(=O)[C@H](CO)NC(=O)[C@@H](N)Cc1ccc(O)cc1)C(=O)N[C@H](C(=O)O)[C@@H](C)O. The target protein (P32300) has sequence MELVPSARAELQSSPLVNLSDAFPSAFPSAGANASGSPGARSASSLALAIAITALYSAVCAVGLLGNVLVMFGIVRYTKLKTATNIYIFNLALADALATSTLPFQSAKYLMETWPFGELLCKAVLSIDYYNMFTSIFTLTMMSVDRYIAVCHPVKALDFRTPAKAKLINICIWVLASGVGVPIMVMAVTQPRDGAVVCMLQFPSPSWYWDTVTKICVFLFAFVVPILIITVCYGLMLLRLRSVRLLSGSKEKDRSLRRITRMVLVVVGAFVVCWAPIHIFVIVWTLVDINRRDPLVVAALHLCIALGYANSSLNPVLYAFLDENFKRCFRQLCRTPCGRQEPGSLRRPRQATTRERVTACTPSDGPGGGAAA. The pIC50 is 9.2. (8) The drug is CCCCCCCCCCCCCCCC(=O)O[C@H]1CN(CCCCCn2ccc(=O)[nH]c2=O)[C@@H](CO[C@@H]2O[C@H](CN)[C@@H](O)[C@H]2O)C(=O)N[C@@H]1CO[Si](c1ccccc1)(c1ccccc1)C(C)(C)C. The target protein (P0C1R8) has sequence MIFVYALLALVITFVLVPVLIPTLKRMKFGQSIREEGPQSHMKKTGTPTMGGLTFLLSIVITSLVAIIFVDQANPIILLLFVTIGFGLIGFIDDYIIVVKKNNQGLTSKQKFLAQIGIAIIFFVLSNVFHLVNFSTSIHIPFTNVAIPLSFAYVIFIVFWQVGFSNAVNLTDGLDGLATGLSIIGFTMYAIMSFVLGETAIGIFCIIMLFALLGFLPYNINPAKVFMGDTGSLALGGIFATISIMLNQELSLIFIGLVFVIETLSVMLQVASFKLTGKRIFKMSPIHHHFELIGWSEWKVVTVFWAVGLISGLIGLWIGVH. The pIC50 is 3.9.